This data is from Reaction yield outcomes from USPTO patents with 853,638 reactions. The task is: Predict the reaction yield, written as a fraction of the theoretical maximum amount of product (1.0 means a 100% yield; for example, 0.34 means a 34% yield). (1) The product is [CH3:26][O:25][C:22]1[CH:23]=[CH:24][C:19]2[CH2:18][C@@H:14]([CH2:47][C:48]([O:50][CH3:51])=[O:49])[C:40](=[O:42])[N:28]([CH2:29][C:30]3[CH:31]=[CH:32][C:33]([C:36]([F:37])([F:38])[F:39])=[CH:34][CH:35]=3)[CH2:27][C:20]=2[CH:21]=1. The catalyst is C1COCC1.O. The yield is 0.740. The reactants are C([C@@H]1COC(=O)N1[C@:14]([CH2:47][C:48]([O:50][CH3:51])=[O:49])([CH2:18][C:19]1[CH:24]=[CH:23][C:22]([O:25][CH3:26])=[CH:21][C:20]=1[CH2:27][N:28]([C:40]([O:42]C(C)(C)C)=O)[CH2:29][C:30]1[CH:35]=[CH:34][C:33]([C:36]([F:39])([F:38])[F:37])=[CH:32][CH:31]=1)C(N)=O)C1C=CC=CC=1.OO.O[Li].O.S([O-])([O-])=O.[Na+].[Na+].Cl.C(N(CC)CC)C.C([O-])(O)=O.[Na+].C1(P(N=[N+]=[N-])(C2C=CC=CC=2)=O)C=CC=CC=1. (2) The reactants are [CH3:1][O:2][C:3]1[CH:4]=[C:5]([CH:7]=[CH:8][C:9]=1[C:10]1[O:14][CH:13]=[N:12][CH:11]=1)[NH2:6].[S:15]1[CH:19]=[CH:18][CH:17]=[C:16]1[CH:20]=O. The catalyst is C(O)C. The product is [S:15]1[CH:19]=[CH:18][CH:17]=[C:16]1[CH:20]=[N:6][C:5]1[CH:7]=[CH:8][C:9]([C:10]2[O:14][CH:13]=[N:12][CH:11]=2)=[C:3]([O:2][CH3:1])[CH:4]=1. The yield is 0.845. (3) The reactants are [N:1](OCCC(C)C)=O.[CH2:9]([O:11][C:12](=[O:34])[C@H:13]([CH2:20][C:21]1[CH:26]=[CH:25][C:24]([NH2:27])=[C:23]([CH3:28])[C:22]=1[CH2:29][O:30][C:31](=[O:33])[CH3:32])[CH2:14][C:15]([O:17][CH2:18][CH3:19])=[O:16])[CH3:10]. The catalyst is C(O)(=O)C.C(Cl)(Cl)Cl.ClCCl. The product is [CH2:9]([O:11][C:12](=[O:34])[C@H:13]([CH2:20][C:21]1[C:22]([CH2:29][O:30][C:31](=[O:33])[CH3:32])=[C:23]2[C:24](=[CH:25][CH:26]=1)[NH:27][N:1]=[CH:28]2)[CH2:14][C:15]([O:17][CH2:18][CH3:19])=[O:16])[CH3:10]. The yield is 0.990. (4) The reactants are CC([Si](C)(C)[O:6][CH2:7][C@@:8]1([C:28]([NH:30][CH3:31])=[O:29])[CH2:12][CH2:11][C@H:10]([C:13]2[CH:18]=[CH:17][C:16]([O:19][CH2:20][C:21]3[CH:26]=[CH:25][CH:24]=[CH:23][C:22]=3[F:27])=[CH:15][CH:14]=2)[NH:9]1)(C)C. The catalyst is O1CCCC1. The product is [F:27][C:22]1[CH:23]=[CH:24][CH:25]=[CH:26][C:21]=1[CH2:20][O:19][C:16]1[CH:17]=[CH:18][C:13]([C@@H:10]2[NH:9][C@:8]([CH2:7][OH:6])([C:28]([NH:30][CH3:31])=[O:29])[CH2:12][CH2:11]2)=[CH:14][CH:15]=1. The yield is 0.701. (5) The reactants are [CH2:1]([O:8][C:9]1[CH:10]=[C:11]([C:16]2[N:21]=[CH:20][C:19]([CH:22]=[C:23]3[S:27][C:26](=[O:28])[NH:25][C:24]3=[O:29])=[CH:18][CH:17]=2)[CH:12]=[CH:13][C:14]=1[OH:15])[C:2]1[CH:7]=[CH:6][CH:5]=[CH:4][CH:3]=1.[N+:30]([O-])([O-:32])=[O:31].[K+]. The catalyst is FC(F)(F)C(O)=O. The product is [CH2:1]([O:8][C:9]1[CH:10]=[C:11]([C:16]2[N:21]=[CH:20][C:19]([CH:22]=[C:23]3[S:27][C:26](=[O:28])[NH:25][C:24]3=[O:29])=[CH:18][CH:17]=2)[CH:12]=[C:13]([N+:30]([O-:32])=[O:31])[C:14]=1[OH:15])[C:2]1[CH:7]=[CH:6][CH:5]=[CH:4][CH:3]=1. The yield is 0.940. (6) The reactants are [CH:1](=[N:8][C:9]1[CH:17]=[CH:16][CH:15]=[C:14]2[C:10]=1[CH2:11][O:12][C:13]2=[O:18])[C:2]1[CH:7]=[CH:6][CH:5]=[CH:4][CH:3]=1.[CH:19](=O)[CH:20]([CH3:22])[CH3:21].[CH3:24][O-:25].[Na+]. The catalyst is C(OCC)(=O)CC. The product is [CH:20]([CH:22]1[C:24](=[O:25])[C:10]2[C:14]([C:13]([O:12][CH3:11])=[O:18])=[CH:15][CH:16]=[CH:17][C:9]=2[NH:8][CH:1]1[C:2]1[CH:7]=[CH:6][CH:5]=[CH:4][CH:3]=1)([CH3:21])[CH3:19]. The yield is 0.110. (7) The reactants are [C:1]([O:5][CH2:6][CH3:7])(=[O:4])[C:2]#[CH:3].[Br:8][C:9]1[CH:14]=[CH:13][CH:12]=[C:11](I)[CH:10]=1.C(=O)([O-])[O-].[K+].[K+]. The catalyst is CN(C)C=O.[Cu]I. The product is [Br:8][C:9]1[CH:10]=[C:11]([C:3]#[C:2][C:1]([O:5][CH2:6][CH3:7])=[O:4])[CH:12]=[CH:13][CH:14]=1. The yield is 0.240. (8) The reactants are [CH2:1]([O:8][C:9]1[CH:14]=[CH:13][C:12]([C:15]2[N:19]([CH:20]3[CH2:24][CH2:23][CH2:22][CH2:21]3)[C:18]3[CH:25]=[CH:26][C:27]([C:29](O)=[O:30])=[CH:28][C:17]=3[N:16]=2)=[CH:11][CH:10]=1)[C:2]1[CH:7]=[CH:6][CH:5]=[CH:4][CH:3]=1.[Cl-].[NH4+].Cl.C([N:37]=C=NCCCN(C)C)C.ON1C2C=CC=CC=2N=N1. The catalyst is CN(C)C=O.O.C(N(CC)CC)C. The product is [CH2:1]([O:8][C:9]1[CH:10]=[CH:11][C:12]([C:15]2[N:19]([CH:20]3[CH2:21][CH2:22][CH2:23][CH2:24]3)[C:18]3[CH:25]=[CH:26][C:27]([C:29]([NH2:37])=[O:30])=[CH:28][C:17]=3[N:16]=2)=[CH:13][CH:14]=1)[C:2]1[CH:7]=[CH:6][CH:5]=[CH:4][CH:3]=1. The yield is 0.810. (9) The reactants are [Br:1][C:2]1[CH:3]=[C:4]2[C:8](=[CH:9][CH:10]=1)[N:7]([C:11]([O:13][C:14]([CH3:17])([CH3:16])[CH3:15])=[O:12])[CH:6]=[C:5]2I.CN(C=O)C.C([Sn](CCCC)(CCCC)[C:29]1[N:34]=[C:33]([N:35]2[CH2:40][CH2:39][O:38][CH2:37][CH2:36]2)[CH:32]=[CH:31][CH:30]=1)CCC.O. The catalyst is C1C=CC([P]([Pd]([P](C2C=CC=CC=2)(C2C=CC=CC=2)C2C=CC=CC=2)([P](C2C=CC=CC=2)(C2C=CC=CC=2)C2C=CC=CC=2)[P](C2C=CC=CC=2)(C2C=CC=CC=2)C2C=CC=CC=2)(C2C=CC=CC=2)C2C=CC=CC=2)=CC=1.[Cu]I.C(Cl)Cl. The product is [Br:1][C:2]1[CH:3]=[C:4]2[C:8](=[CH:9][CH:10]=1)[N:7]([C:11]([O:13][C:14]([CH3:17])([CH3:16])[CH3:15])=[O:12])[CH:6]=[C:5]2[C:29]1[CH:30]=[CH:31][CH:32]=[C:33]([N:35]2[CH2:36][CH2:37][O:38][CH2:39][CH2:40]2)[N:34]=1. The yield is 0.531. (10) The reactants are [CH3:1][C:2]1[CH:3]=[C:4]([C:8]([C:10]2[CH:15]=[CH:14][CH:13]=[C:12]([CH3:16])[N:11]=2)=O)[O:5][C:6]=1[CH3:7].[NH3:17]. The catalyst is CO. The product is [CH3:1][C:2]1[CH:3]=[C:4]([OH:5])[C:8]([C:10]2[CH:15]=[CH:14][CH:13]=[C:12]([CH3:16])[N:11]=2)=[N:17][C:6]=1[CH3:7]. The yield is 0.930.